This data is from Reaction yield outcomes from USPTO patents with 853,638 reactions. The task is: Predict the reaction yield, written as a fraction of the theoretical maximum amount of product (1.0 means a 100% yield; for example, 0.34 means a 34% yield). (1) The reactants are Cl.[N:2]1([CH:11]2[CH2:16][CH2:15][N:14]([C:17]([C:19]3[C:27]4[C:22](=[CH:23][C:24]([Cl:28])=[CH:25][CH:26]=4)[N:21]([CH2:29][CH2:30][NH:31][CH3:32])[CH:20]=3)=[O:18])[CH2:13][CH2:12]2)[C:6]2[CH:7]=[CH:8][CH:9]=[CH:10][C:5]=2[N:4]=[N:3]1.[CH2:33](N(CC)CC)C.C=O.[C:42]([BH3-])#N.[Na+]. The catalyst is CO. The product is [N:2]1([CH:11]2[CH2:16][CH2:15][N:14]([C:17]([C:19]3[C:27]4[C:22](=[CH:23][C:24]([Cl:28])=[CH:25][CH:26]=4)[N:21]([CH2:29][CH2:30][N:31]([CH3:33])[CH3:32])[CH:20]=3)=[O:18])[CH2:13][CH2:12]2)[C:6]2[CH:7]=[CH:8][CH:9]=[CH:10][C:5]=2[N:4]=[N:3]1.[N:2]1([CH:11]2[CH2:16][CH2:15][N:14]([C:17]([C:19]3[C:27]4[CH:26]=[CH:25][C:24]([Cl:28])=[CH:23][C:22]=4[N:21]4[CH2:29][CH2:30][N:31]([CH3:42])[CH2:32][C:20]=34)=[O:18])[CH2:13][CH2:12]2)[C:6]2[CH:7]=[CH:8][CH:9]=[CH:10][C:5]=2[N:4]=[N:3]1. The yield is 0.220. (2) The reactants are FC(F)(F)S(O[C:7]1[CH:12]=[CH:11][CH:10]=[C:9]([C:13]2[CH:18]=[CH:17][CH:16]=[C:15]([C:19]([O:21][CH3:22])=[O:20])[CH:14]=2)[C:8]=1[C:23]([O:25][CH3:26])=[O:24])(=O)=O.[Li+].[Cl-].[CH2:31](N(CC)CC)[CH3:32].C([Sn](CCCC)(CCCC)C=C)CCC. The catalyst is O1CCOCC1.C1C=CC([P]([Pd]([P](C2C=CC=CC=2)(C2C=CC=CC=2)C2C=CC=CC=2)([P](C2C=CC=CC=2)(C2C=CC=CC=2)C2C=CC=CC=2)[P](C2C=CC=CC=2)(C2C=CC=CC=2)C2C=CC=CC=2)(C2C=CC=CC=2)C2C=CC=CC=2)=CC=1. The product is [CH:31]([C:7]1[CH:12]=[CH:11][CH:10]=[C:9]([C:13]2[CH:18]=[CH:17][CH:16]=[C:15]([C:19]([O:21][CH3:22])=[O:20])[CH:14]=2)[C:8]=1[C:23]([O:25][CH3:26])=[O:24])=[CH2:32]. The yield is 0.990. (3) The reactants are [OH-].[Na+].C[O:4][C:5](=[O:15])[C:6]1[CH:11]=[CH:10][CH:9]=[C:8]([CH2:12][O:13][CH3:14])[CH:7]=1. The catalyst is CO.O1CCCC1. The product is [CH3:14][O:13][CH2:12][C:8]1[CH:7]=[C:6]([CH:11]=[CH:10][CH:9]=1)[C:5]([OH:15])=[O:4]. The yield is 0.980.